Task: Predict the product of the given reaction.. Dataset: Forward reaction prediction with 1.9M reactions from USPTO patents (1976-2016) (1) Given the reactants [C:1]1([N:7]2[CH:11]=[N:10][C:9]([C:12]([OH:14])=O)=[N:8]2)[CH:6]=[CH:5][CH:4]=[CH:3][CH:2]=1.[N:15]1[N:19]2[CH:20]=[CH:21][N:22]=[C:23]([N:24]3[CH2:28][CH2:27][C@H:26]([NH2:29])[CH2:25]3)[C:18]2=[CH:17][CH:16]=1.C(N(CC)CC)C.CN(C(ON1N=NC2C=CC=NC1=2)=[N+](C)C)C.F[P-](F)(F)(F)(F)F, predict the reaction product. The product is: [C:1]1([N:7]2[CH:11]=[N:10][C:9]([C:12]([NH:29][C@H:26]3[CH2:27][CH2:28][N:24]([C:23]4[C:18]5[N:19]([N:15]=[CH:16][CH:17]=5)[CH:20]=[CH:21][N:22]=4)[CH2:25]3)=[O:14])=[N:8]2)[CH:2]=[CH:3][CH:4]=[CH:5][CH:6]=1. (2) Given the reactants [CH3:1][CH2:2][CH2:3][CH2:4][CH2:5][C:6]#[C:7][C:8]([OH:10])=O.CCC[CH2:14][CH:15]([C:18](O)=[O:19])CC.COC(OC)(C(C1C=CC=CC=1)=O)C1C=CC=CC=1.C(O)(=O)C=C.C(OCCO)(=O)C=C, predict the reaction product. The product is: [C:18]([O:10][CH2:8][CH2:7][CH2:6][CH2:5][CH2:4][CH2:3][CH2:2][CH3:1])(=[O:19])[CH:15]=[CH2:14]. (3) Given the reactants [Br:1][C:2]1[CH:3]=[C:4]2[C:9](=[CH:10][CH:11]=1)[CH:8]=[C:7]([OH:12])[CH:6]=[CH:5]2.N1C=CN=C1.[CH3:18][C:19]([Si:22](Cl)([CH3:24])[CH3:23])([CH3:21])[CH3:20], predict the reaction product. The product is: [Br:1][C:2]1[CH:3]=[C:4]2[C:9](=[CH:10][CH:11]=1)[CH:8]=[C:7]([O:12][Si:22]([C:19]([CH3:21])([CH3:20])[CH3:18])([CH3:24])[CH3:23])[CH:6]=[CH:5]2. (4) The product is: [C:1]([C:5]1[CH:23]=[CH:22][C:8]([CH2:9][N:10]2[C:18]3[C:13](=[CH:14][C:15]([NH2:19])=[CH:16][CH:17]=3)[CH:12]=[CH:11]2)=[CH:7][CH:6]=1)([CH3:4])([CH3:2])[CH3:3]. Given the reactants [C:1]([C:5]1[CH:23]=[CH:22][C:8]([CH2:9][N:10]2[C:18]3[C:13](=[CH:14][C:15]([N+:19]([O-])=O)=[CH:16][CH:17]=3)[CH:12]=[CH:11]2)=[CH:7][CH:6]=1)([CH3:4])([CH3:3])[CH3:2].NN.CCOC(C)=O, predict the reaction product. (5) Given the reactants [C:1]([O:5][C:6]([N:8]1[CH2:13][CH2:12][O:11][CH:10]([CH2:14][O:15][CH2:16][C:17]2[CH:18]=[CH:19][N:20]3[C:25]=2[C:24](SC)=[N:23][CH:22]=[N:21]3)[CH2:9]1)=[O:7])([CH3:4])([CH3:3])[CH3:2].C1C=C(Cl)C=C(C(OO)=O)C=1.[Cl:39][C:40]1[CH:41]=[C:42]([CH:44]=[CH:45][C:46]=1[F:47])[NH2:43], predict the reaction product. The product is: [C:1]([O:5][C:6]([N:8]1[CH2:13][CH2:12][O:11][CH:10]([CH2:14][O:15][CH2:16][C:17]2[CH:18]=[CH:19][N:20]3[C:25]=2[C:24]([NH:43][C:42]2[CH:44]=[CH:45][C:46]([F:47])=[C:40]([Cl:39])[CH:41]=2)=[N:23][CH:22]=[N:21]3)[CH2:9]1)=[O:7])([CH3:4])([CH3:3])[CH3:2]. (6) Given the reactants C[Si](C)(C)C#CC=C1CCNCC1.[CH3:14][O:15][C:16]1[C:21]([C:22]#[N:23])=[C:20]([N:24]2[CH2:29][CH2:28][C:27](=[CH:30][C:31]#[C:32][Si](C)(C)C)[CH2:26][CH2:25]2)[N:19]=[CH:18][CH:17]=1.Br[C:38]1[CH:43]=[C:42]([F:44])[CH:41]=[C:40](F)[CH:39]=1.IC1C=C(F)C=CC=1.O.[F-].C([N+](CCCC)(CCCC)CCCC)CCC, predict the reaction product. The product is: [F:44][C:42]1[CH:41]=[C:40]([C:32]#[C:31][CH:30]=[C:27]2[CH2:28][CH2:29][N:24]([C:20]3[N:19]=[CH:18][CH:17]=[C:16]([O:15][CH3:14])[C:21]=3[C:22]#[N:23])[CH2:25][CH2:26]2)[CH:39]=[CH:38][CH:43]=1. (7) Given the reactants Br[C:2]1[C:10]2[C:5](=[CH:6][C:7]([F:13])=[C:8]([C:11]#[N:12])[CH:9]=2)[N:4]([C:14]2[CH:15]=[N:16][C:17]([O:21][CH2:22][CH:23]([CH3:25])[CH3:24])=[C:18]([Cl:20])[CH:19]=2)[CH:3]=1.[CH3:26][N:27](C=O)C, predict the reaction product. The product is: [Cl:20][C:18]1[CH:19]=[C:14]([N:4]2[C:5]3[C:10](=[CH:9][C:8]([C:11]#[N:12])=[C:7]([F:13])[CH:6]=3)[C:2]([C:26]#[N:27])=[CH:3]2)[CH:15]=[N:16][C:17]=1[O:21][CH2:22][CH:23]([CH3:25])[CH3:24].